Task: Predict the reaction yield, written as a fraction of the theoretical maximum amount of product (1.0 means a 100% yield; for example, 0.34 means a 34% yield).. Dataset: Reaction yield outcomes from USPTO patents with 853,638 reactions (1) The reactants are [H-].[Al+3].[Li+].[H-].[H-].[H-].[Cl:7][C:8]1[C:9]([C:16](OCC)=[O:17])=[C:10]([CH2:14][CH3:15])[CH:11]=[N:12][CH:13]=1. The catalyst is C1COCC1. The product is [Cl:7][C:8]1[CH:13]=[N:12][CH:11]=[C:10]([CH2:14][CH3:15])[C:9]=1[CH2:16][OH:17]. The yield is 0.880. (2) The reactants are [I:1][C:2]1[CH:6]=[C:5]([CH:7]2[CH2:12][CH2:11][NH:10][CH2:9][CH2:8]2)[N:4]([CH:13]([CH3:15])[CH3:14])[N:3]=1.[O:16]1[CH2:19][C:18](=O)[CH2:17]1.C([BH3-])#N.[Na+]. The catalyst is CO.C(O)(=O)C.O. The product is [I:1][C:2]1[CH:6]=[C:5]([CH:7]2[CH2:12][CH2:11][N:10]([CH:18]3[CH2:19][O:16][CH2:17]3)[CH2:9][CH2:8]2)[N:4]([CH:13]([CH3:15])[CH3:14])[N:3]=1. The yield is 0.790.